Dataset: Forward reaction prediction with 1.9M reactions from USPTO patents (1976-2016). Task: Predict the product of the given reaction. (1) Given the reactants [CH3:1][N:2]1[C:10]2[CH:9]=[CH:8][CH:7]=[C:6]([C:11](OC3C=CC=CC=3)=[O:12])[C:5]=2[C:4]2([C:31]3[C:22](=[CH:23][C:24]4[O:29][CH2:28][CH2:27][O:26][C:25]=4[CH:30]=3)[O:21][CH2:20]2)[C:3]1=[O:32].Cl.[CH:34]1([NH2:38])[CH2:37][CH2:36][CH2:35]1.C(=O)([O-])[O-].[K+].[K+].CN(C)C=O, predict the reaction product. The product is: [CH:34]1([NH:38][C:11]([C:6]2[C:5]3[C:4]4([C:31]5[C:22](=[CH:23][C:24]6[O:29][CH2:28][CH2:27][O:26][C:25]=6[CH:30]=5)[O:21][CH2:20]4)[C:3](=[O:32])[N:2]([CH3:1])[C:10]=3[CH:9]=[CH:8][CH:7]=2)=[O:12])[CH2:37][CH2:36][CH2:35]1. (2) Given the reactants [NH2:1][CH:2]1[CH2:5][N:4]([C:6]([C:8]2[CH:9]=[C:10]([CH:23]=[CH:24][C:25]=2[F:26])[CH2:11][C:12]2[C:21]3[C:16](=[CH:17][CH:18]=[CH:19][CH:20]=3)[C:15](=[O:22])[NH:14][N:13]=2)=[O:7])[CH2:3]1.[CH:27](=O)[CH3:28].C[Si]([C:34]#[N:35])(C)C, predict the reaction product. The product is: [F:26][C:25]1[CH:24]=[CH:23][C:10]([CH2:11][C:12]2[C:21]3[C:16](=[CH:17][CH:18]=[CH:19][CH:20]=3)[C:15](=[O:22])[NH:14][N:13]=2)=[CH:9][C:8]=1[C:6]([N:4]1[CH2:3][CH:2]([NH:1][CH:27]([CH3:28])[C:34]#[N:35])[CH2:5]1)=[O:7]. (3) Given the reactants [F:1][C:2]1[CH:23]=[CH:22][C:5]([O:6][C:7]2[CH:12]=[CH:11][C:10](B3OC(C)(C)C(C)(C)O3)=[CH:9][CH:8]=2)=[CH:4][CH:3]=1.Br[C:25]1[N:30]=[C:29]([NH2:31])[CH:28]=[CH:27][CH:26]=1.C(=O)([O-])[O-].[Na+].[Na+], predict the reaction product. The product is: [F:1][C:2]1[CH:3]=[CH:4][C:5]([O:6][C:7]2[CH:8]=[CH:9][C:10]([C:25]3[N:30]=[C:29]([NH2:31])[CH:28]=[CH:27][CH:26]=3)=[CH:11][CH:12]=2)=[CH:22][CH:23]=1. (4) Given the reactants F[P-](F)(F)(F)(F)F.C([O+:10]([CH2:13][CH3:14])[CH2:11][CH3:12])C.O=[C:16]1[NH:21]CC[N:18]([C:22]([O:24][C:25]([CH3:28])([CH3:27])[CH3:26])=[O:23])[CH2:17]1, predict the reaction product. The product is: [CH2:13]([O:10][C:11]1[CH2:12][N:18]([C:22]([O:24][C:25]([CH3:28])([CH3:27])[CH3:26])=[O:23])[CH2:17][CH2:16][N:21]=1)[CH3:14]. (5) Given the reactants [Cl:1][C:2]1[CH:3]=[C:4]2[C:8](=[CH:9][CH:10]=1)[N:7]([CH2:11][CH:12]([CH3:14])[CH3:13])[CH:6]=[C:5]2[C:15]([O:17]CC(C)C)=[O:16].[OH-].[Na+], predict the reaction product. The product is: [Cl:1][C:2]1[CH:3]=[C:4]2[C:8](=[CH:9][CH:10]=1)[N:7]([CH2:11][CH:12]([CH3:14])[CH3:13])[CH:6]=[C:5]2[C:15]([OH:17])=[O:16]. (6) Given the reactants C(O[C:6]([N:8]1[CH2:12][C:11](=[N:13][O:14][CH2:15][C:16]2[CH:21]=[CH:20][C:19]([O:22][CH3:23])=[CH:18][CH:17]=2)[CH2:10][C@H:9]1[C:24]([OH:26])=O)=[O:7])(C)(C)C.[C:27]1([CH:33]([C:37]2[CH:42]=[CH:41][CH:40]=[CH:39][CH:38]=2)C(Cl)=O)[CH:32]=[CH:31][CH:30]=[CH:29][CH:28]=1.[S:43]1[CH:47]=[CH:46][CH:45]=[C:44]1[CH2:48][NH2:49], predict the reaction product. The product is: [C:37]1([CH:33]([C:27]2[CH:28]=[CH:29][CH:30]=[CH:31][CH:32]=2)[C:6]([N:8]2[CH2:12][C:11](=[N:13][O:14][CH2:15][C:16]3[CH:17]=[CH:18][C:19]([O:22][CH3:23])=[CH:20][CH:21]=3)[CH2:10][C@H:9]2[C:24]([NH:49][CH2:48][C:44]2[S:43][CH:47]=[CH:46][CH:45]=2)=[O:26])=[O:7])[CH:38]=[CH:39][CH:40]=[CH:41][CH:42]=1. (7) Given the reactants [CH:1]1([C:4]2[NH:8][C:7]3[C:9]([C:14]([OH:16])=O)=[CH:10][CH:11]=[C:12]([OH:13])[C:6]=3[N:5]=2)[CH2:3][CH2:2]1.[NH2:17][CH:18]1[CH2:22][CH2:21][N:20](C(OC(C)(C)C)=O)[CH2:19]1, predict the reaction product. The product is: [CH:1]1([C:4]2[NH:8][C:7]3[C:9]([C:14]([NH:17][CH:18]4[CH2:22][CH2:21][NH:20][CH2:19]4)=[O:16])=[CH:10][CH:11]=[C:12]([OH:13])[C:6]=3[N:5]=2)[CH2:2][CH2:3]1. (8) Given the reactants [N:1]1([S:11]([C:14]2[CH:15]=[C:16]([N:20]3[C:25](=[O:26])[C:24]4[N:27]=[CH:28][CH:29]=[CH:30][C:23]=4[NH:22][C:21]3=[O:31])[CH:17]=[CH:18][CH:19]=2)(=[O:13])=[O:12])[C:10]2[C:5](=[CH:6][CH:7]=[CH:8][CH:9]=2)[CH2:4][CH2:3][CH2:2]1.ClC1C=CC=C(C(OO)=[O:40])C=1.S([O-])([O-])(=O)=S.[Na+].[Na+], predict the reaction product. The product is: [N:1]1([S:11]([C:14]2[CH:15]=[C:16]([N:20]3[C:25](=[O:26])[C:24]4=[N+:27]([O-:40])[CH:28]=[CH:29][CH:30]=[C:23]4[NH:22][C:21]3=[O:31])[CH:17]=[CH:18][CH:19]=2)(=[O:13])=[O:12])[C:10]2[C:5](=[CH:6][CH:7]=[CH:8][CH:9]=2)[CH2:4][CH2:3][CH2:2]1. (9) Given the reactants [Cl:1][C:2]1[CH:7]=[CH:6][C:5]([C:8]2([CH:14]=O)[CH2:13][CH2:12][CH2:11][CH2:10][CH2:9]2)=[CH:4][C:3]=1[F:16].[CH3:17][NH:18][CH3:19], predict the reaction product. The product is: [Cl:1][C:2]1[CH:7]=[CH:6][C:5]([C:8]2([CH2:14][N:18]([CH3:19])[CH3:17])[CH2:13][CH2:12][CH2:11][CH2:10][CH2:9]2)=[CH:4][C:3]=1[F:16].